This data is from Ames mutagenicity test results for genotoxicity prediction. The task is: Regression/Classification. Given a drug SMILES string, predict its toxicity properties. Task type varies by dataset: regression for continuous values (e.g., LD50, hERG inhibition percentage) or binary classification for toxic/non-toxic outcomes (e.g., AMES mutagenicity, cardiotoxicity, hepatotoxicity). Dataset: ames. The drug is Cc1ccc([N+](=O)[O-])cc1C. The result is 1 (mutagenic).